From a dataset of Full USPTO retrosynthesis dataset with 1.9M reactions from patents (1976-2016). Predict the reactants needed to synthesize the given product. Given the product [Br:1][C:2]1[CH:13]=[CH:12][C:5]2[O:6][CH2:7][CH2:8][C:9]([CH:22]=[O:23])=[C:10]([Cl:16])[C:4]=2[CH:3]=1, predict the reactants needed to synthesize it. The reactants are: [Br:1][C:2]1[CH:13]=[CH:12][C:5]2[O:6][CH2:7][CH2:8][CH2:9][C:10](=O)[C:4]=2[CH:3]=1.O=P(Cl)(Cl)[Cl:16].CN([CH:22]=[O:23])C.